Task: Predict the reactants needed to synthesize the given product.. Dataset: Full USPTO retrosynthesis dataset with 1.9M reactions from patents (1976-2016) Given the product [NH2:1][C:2]1[N:11]=[C:10]([C:12]([N:14]2[CH2:22][C:21]3[C:16](=[CH:17][CH:18]=[CH:19][CH:20]=3)[CH2:15]2)=[O:13])[C:9]2[C:4](=[CH:5][CH:6]=[C:7]([CH2:25][N:26]3[CH2:31][CH2:30][N:29]([CH3:32])[CH2:28][CH2:27]3)[CH:8]=2)[N:3]=1, predict the reactants needed to synthesize it. The reactants are: [NH2:1][C:2]1[N:11]=[C:10]([C:12]([N:14]2[CH2:22][C:21]3[C:16](=[CH:17][CH:18]=[CH:19][CH:20]=3)[CH2:15]2)=[O:13])[C:9]2[C:4](=[CH:5][CH:6]=[C:7](I)[CH:8]=2)[N:3]=1.[B-](F)(F)(F)[CH2:25][N:26]1[CH2:31][CH2:30][N:29]([CH3:32])[CH2:28][CH2:27]1.[K+].C(C1C=C(C(C)C)C=C(C(C)C)C=1P(C1CCCCC1)C1CCCCC1)(C)C.C(=O)([O-])[O-].[Cs+].[Cs+].